From a dataset of Cav3 T-type calcium channel HTS with 100,875 compounds. Binary Classification. Given a drug SMILES string, predict its activity (active/inactive) in a high-throughput screening assay against a specified biological target. (1) The compound is Clc1cc(NC(=O)CCc2n(c(SCC(=O)Nc3c(cccc3)C)nn2)C)ccc1C. The result is 0 (inactive). (2) The compound is Clc1cc(NS(=O)(=O)c2ccc(Cl)cc2)ccc1Oc1ncccn1. The result is 0 (inactive). (3) The drug is Brc1cc(N2CCCC2=O)ccc1. The result is 0 (inactive).